This data is from Catalyst prediction with 721,799 reactions and 888 catalyst types from USPTO. The task is: Predict which catalyst facilitates the given reaction. (1) Product: [Cl:11][C:7]1[CH:6]=[C:5]2[C:10]([C:2]([NH:21][C:22]3[CH:23]=[C:24]([CH:28]=[CH:29][CH:30]=3)[C:25]([OH:27])=[O:26])([CH2:13][C:14]3[CH:19]=[CH:18][CH:17]=[C:16]([Cl:20])[CH:15]=3)[C:3](=[O:12])[NH:4]2)=[CH:9][CH:8]=1. The catalyst class is: 640. Reactant: Br[C:2]1([CH2:13][C:14]2[CH:19]=[CH:18][CH:17]=[C:16]([Cl:20])[CH:15]=2)[C:10]2[C:5](=[CH:6][C:7]([Cl:11])=[CH:8][CH:9]=2)[NH:4][C:3]1=[O:12].[NH2:21][C:22]1[CH:23]=[C:24]([CH:28]=[CH:29][CH:30]=1)[C:25]([OH:27])=[O:26].C([O-])([O-])=O.[K+].[K+].O. (2) Reactant: [CH3:1][CH:2]([CH3:18])[CH2:3][N:4]1[C:16]2[C:15]3[N:14]=[CH:13][CH:12]=[CH:11][C:10]=3[N:9]=[C:8]([NH2:17])[C:7]=2[N:6]=[CH:5]1.[CH2:19]([S:21]([OH:24])(=[O:23])=[O:22])[CH3:20]. Product: [CH2:19]([S:21]([OH:24])(=[O:23])=[O:22])[CH3:20].[CH3:1][CH:2]([CH3:18])[CH2:3][N:4]1[C:16]2[C:15]3[N:14]=[CH:13][CH:12]=[CH:11][C:10]=3[N:9]=[C:8]([NH2:17])[C:7]=2[N:6]=[CH:5]1. The catalyst class is: 32. (3) Product: [Cl:20][C:12]1[C:14]([Cl:19])=[CH:15][C:16]([Cl:18])=[CH:17][C:11]=1[Br:10]. Reactant: N([O-])=O.[Na+].S(=O)(=O)(O)O.[Br:10][C:11]1[CH:17]=[C:16]([Cl:18])[CH:15]=[C:14]([Cl:19])[C:12]=1N.[ClH:20]. The catalyst class is: 15. (4) Reactant: [OH-].[Na+].[OH:3][CH:4]1[CH2:9][CH2:8][N:7]([C:10]2[N:15]=[C:14]([C:16]([NH:18][C:19]3[C:20]([CH3:30])=[C:21]([CH:26]=[CH:27][C:28]=3[CH3:29])[C:22]([O:24]C)=[O:23])=[O:17])[C:13]([CH3:31])=[CH:12][CH:11]=2)[CH2:6][CH2:5]1.CO. Product: [OH:3][CH:4]1[CH2:9][CH2:8][N:7]([C:10]2[N:15]=[C:14]([C:16]([NH:18][C:19]3[C:20]([CH3:30])=[C:21]([CH:26]=[CH:27][C:28]=3[CH3:29])[C:22]([OH:24])=[O:23])=[O:17])[C:13]([CH3:31])=[CH:12][CH:11]=2)[CH2:6][CH2:5]1. The catalyst class is: 1. (5) Reactant: [OH:1][C:2]1[CH:9]=[C:8]([OH:10])[CH:7]=[CH:6][C:3]=1[CH:4]=[O:5].[CH:11](=[O:23])[CH2:12][CH2:13][CH2:14][CH2:15][CH2:16][CH2:17][CH2:18][CH2:19][CH2:20][CH2:21][CH3:22].[Cl-].[Ca+2].[Cl-].CO.[OH-].[K+].Cl. Product: [OH:1][C:2]1[C:9]([CH:11]([OH:23])[CH2:12][CH2:13][CH2:14][CH2:15][CH2:16][CH2:17][CH2:18][CH2:19][CH2:20][CH2:21][CH3:22])=[C:8]([OH:10])[CH:7]=[CH:6][C:3]=1[CH:4]=[O:5].[OH:1][C:2]1[CH:9]=[C:8]([OH:10])[CH:7]=[CH:6][C:3]=1[CH:4]=[O:5]. The catalyst class is: 5.